From a dataset of Catalyst prediction with 721,799 reactions and 888 catalyst types from USPTO. Predict which catalyst facilitates the given reaction. (1) Reactant: O[C@@:2]([C@@H:15]1[CH2:20][CH2:19][CH2:18][N:17]([C:21]([NH:23][C@@H:24]([CH2:37][CH:38]2[CH2:43][CH2:42][CH2:41][CH2:40][CH2:39]2)[CH2:25][N:26]([CH3:36])[C:27](=[O:35])[O:28][CH2:29][CH2:30][Si:31]([CH3:34])([CH3:33])[CH3:32])=[O:22])[CH2:16]1)([C:9]1[CH:14]=[CH:13][CH:12]=[CH:11][CH:10]=1)[CH2:3][CH2:4][CH2:5][CH2:6][O:7][CH3:8].C(O)C. Product: [CH3:8][O:7][CH2:6][CH2:5][CH2:4][CH2:3][C@H:2]([C@@H:15]1[CH2:20][CH2:19][CH2:18][N:17]([C:21]([NH:23][C@@H:24]([CH2:37][CH:38]2[CH2:39][CH2:40][CH2:41][CH2:42][CH2:43]2)[CH2:25][N:26]([CH3:36])[C:27](=[O:35])[O:28][CH2:29][CH2:30][Si:31]([CH3:32])([CH3:33])[CH3:34])=[O:22])[CH2:16]1)[C:9]1[CH:14]=[CH:13][CH:12]=[CH:11][CH:10]=1. The catalyst class is: 769. (2) Reactant: Br[C:2]1[CH:3]=[N:4][CH:5]=[C:6]([CH:10]=1)[C:7]([OH:9])=[O:8].C(=O)([O-])[O-].[Na+].[Na+].[OH:17][CH2:18][C:19]1[CH:24]=[CH:23][C:22](B(O)O)=[CH:21][CH:20]=1. Product: [OH:17][CH2:18][C:19]1[CH:24]=[CH:23][C:22]([C:2]2[CH:10]=[C:6]([C:7]([OH:9])=[O:8])[CH:5]=[N:4][CH:3]=2)=[CH:21][CH:20]=1. The catalyst class is: 6. (3) Reactant: I[C:2]1[CH:11]=[CH:10][C:5]([C:6]([O:8][CH3:9])=[O:7])=[CH:4][C:3]=1[CH3:12].C([Mg]Cl)(C)C.CN(C)[CH:20]=[O:21]. The catalyst class is: 1. Product: [CH:20]([C:2]1[CH:11]=[CH:10][C:5]([C:6]([O:8][CH3:9])=[O:7])=[CH:4][C:3]=1[CH3:12])=[O:21]. (4) Reactant: Br[C:2]1[CH:3]=[C:4]([CH:9]=[CH:10][C:11]=1[OH:12])[C:5]([O:7][CH3:8])=[O:6].[C:13]([Cu])#[N:14]. Product: [C:13]([C:2]1[CH:3]=[C:4]([CH:9]=[CH:10][C:11]=1[OH:12])[C:5]([O:7][CH3:8])=[O:6])#[N:14]. The catalyst class is: 37. (5) Reactant: [Si:1]([O:8][CH2:9][CH2:10][C:11]1[C:12]([CH:18](Cl)[C:19]2[CH:23]=[C:22]([CH:24]3[O:28][CH2:27][CH2:26][O:25]3)[S:21][C:20]=2[Cl:29])=[N:13][C:14]([Cl:17])=[CH:15][CH:16]=1)([C:4]([CH3:7])([CH3:6])[CH3:5])([CH3:3])[CH3:2].[N-:31]=[N+:32]=[N-:33].[Na+]. Product: [N:31]([CH:18]([C:19]1[CH:23]=[C:22]([CH:24]2[O:28][CH2:27][CH2:26][O:25]2)[S:21][C:20]=1[Cl:29])[C:12]1[C:11]([CH2:10][CH2:9][O:8][Si:1]([C:4]([CH3:7])([CH3:6])[CH3:5])([CH3:3])[CH3:2])=[CH:16][CH:15]=[C:14]([Cl:17])[N:13]=1)=[N+:32]=[N-:33]. The catalyst class is: 3. (6) Reactant: [F:1][C:2]1[CH:7]=[C:6]([C:8]2[CH:9]=[C:10]3[C:16]([C:17]4[CH:18]=[N:19][N:20]([CH2:22][C:23]5[CH:28]=[CH:27][CH:26]=[C:25]([F:29])[CH:24]=5)[CH:21]=4)=[CH:15][NH:14][C:11]3=[N:12][CH:13]=2)[CH:5]=[CH:4][C:3]=1[CH:30]1[CH2:35][CH2:34][N:33](C(OC(C)(C)C)=O)[CH2:32][CH2:31]1. Product: [F:1][C:2]1[CH:7]=[C:6]([C:8]2[CH:9]=[C:10]3[C:16]([C:17]4[CH:18]=[N:19][N:20]([CH2:22][C:23]5[CH:28]=[CH:27][CH:26]=[C:25]([F:29])[CH:24]=5)[CH:21]=4)=[CH:15][NH:14][C:11]3=[N:12][CH:13]=2)[CH:5]=[CH:4][C:3]=1[CH:30]1[CH2:35][CH2:34][NH:33][CH2:32][CH2:31]1. The catalyst class is: 137. (7) Reactant: [Cl:1][C:2]1[CH:3]=[C:4]2[C:9](=[CH:10][C:11]=1[N:12]1[CH2:17][C:16]3[C:18]([CH:25]4[CH2:27][CH2:26]4)=[N:19][C:20]([C:22]([OH:24])=O)=[CH:21][C:15]=3[NH:14][C:13]1=[O:28])[O:8][CH:7]([C:29]1[C:34]([F:35])=[CH:33][CH:32]=[CH:31][N:30]=1)[CH2:6][CH2:5]2.O[N:37]=[C:38]([NH2:40])[CH3:39].C(P1(=O)OP(=O)(CCC)OP(=O)(CCC)O1)CC.C(OCC)(=O)C. Product: [Cl:1][C:2]1[CH:3]=[C:4]2[C:9](=[CH:10][C:11]=1[N:12]1[CH2:17][C:16]3[C:18]([CH:25]4[CH2:27][CH2:26]4)=[N:19][C:20]([C:22]4[O:24][N:40]=[C:38]([CH3:39])[N:37]=4)=[CH:21][C:15]=3[NH:14][C:13]1=[O:28])[O:8][CH:7]([C:29]1[C:34]([F:35])=[CH:33][CH:32]=[CH:31][N:30]=1)[CH2:6][CH2:5]2. The catalyst class is: 851.